This data is from CYP3A4 inhibition data for predicting drug metabolism from PubChem BioAssay. The task is: Regression/Classification. Given a drug SMILES string, predict its absorption, distribution, metabolism, or excretion properties. Task type varies by dataset: regression for continuous measurements (e.g., permeability, clearance, half-life) or binary classification for categorical outcomes (e.g., BBB penetration, CYP inhibition). Dataset: cyp3a4_veith. (1) The molecule is O=C(CSc1nc2ccccc2o1)Nc1ccccc1N1CCCCCC1. The result is 1 (inhibitor). (2) The molecule is COC(=O)C1=C(NC(=O)c2ccc(C)c(C)c2)CCS1. The result is 1 (inhibitor). (3) The drug is CO/N=C\C[C@@H]1C=C[C@H](OC(C)=O)[C@H](COC(C)=O)O1. The result is 0 (non-inhibitor). (4) The drug is C[C@@H](CCC(=O)O)C(=O)O. The result is 0 (non-inhibitor). (5) The compound is CCOc1ncnc2c1oc1nc(CC(C)C)c3c(c12)CC(C)(C)OC3. The result is 0 (non-inhibitor). (6) The molecule is CCOc1ccc(C(=O)O)cc1OC. The result is 0 (non-inhibitor).